This data is from Full USPTO retrosynthesis dataset with 1.9M reactions from patents (1976-2016). The task is: Predict the reactants needed to synthesize the given product. (1) Given the product [C:1]([O:5][C@@H:6]([C:11]1[C:25]([CH3:26])=[CH:24][C:14]2[N:15]=[C:16]([N:18]3[CH2:22][CH:21]([C:40]4[CH:39]=[C:38]5[C:43](=[CH:42][CH:41]=4)[N:35]([CH3:34])[N:36]=[CH:37]5)[CH2:20][C:19]3=[O:23])[S:17][C:13]=2[C:12]=1[C:27]1[CH:32]=[CH:31][C:30]([Cl:33])=[CH:29][CH:28]=1)[C:7]([O:9][CH3:10])=[O:8])([CH3:4])([CH3:2])[CH3:3], predict the reactants needed to synthesize it. The reactants are: [C:1]([O:5][C@@H:6]([C:11]1[C:25]([CH3:26])=[CH:24][C:14]2[N:15]=[C:16]([N:18]3[CH2:22][CH:21]=[CH:20][C:19]3=[O:23])[S:17][C:13]=2[C:12]=1[C:27]1[CH:32]=[CH:31][C:30]([Cl:33])=[CH:29][CH:28]=1)[C:7]([O:9][CH3:10])=[O:8])([CH3:4])([CH3:3])[CH3:2].[CH3:34][N:35]1[C:43]2[C:38](=[CH:39][C:40](B(O)O)=[CH:41][CH:42]=2)[CH:37]=[N:36]1.C1C=CC(P(C2C(C3C(P(C4C=CC=CC=4)C4C=CC=CC=4)=CC=C4C=3C=CC=C4)=C3C(C=CC=C3)=CC=2)C2C=CC=CC=2)=CC=1.C(=O)([O-])[O-].[K+].[K+]. (2) Given the product [CH2:6]([O:5][P:4]([C:9]([C:12]1[CH:17]=[CH:16][C:15]([CH2:18][Br:20])=[CH:14][C:13]=1[Br:19])([F:11])[F:10])(=[O:8])[O:3][CH2:1][CH3:2])[CH3:7], predict the reactants needed to synthesize it. The reactants are: [CH2:1]([O:3][P:4]([C:9]([C:12]1[CH:17]=[CH:16][C:15]([CH3:18])=[CH:14][C:13]=1[Br:19])([F:11])[F:10])(=[O:8])[O:5][CH2:6][CH3:7])[CH3:2].[Br:20]N1C(=O)CCC1=O. (3) Given the product [Cl:1][C:2]1[CH:3]=[CH:4][C:5]2[CH:9]=[C:8]([S:10]([N:13]3[CH2:18][CH2:17][N:16]([CH2:19][CH:20]4[CH2:21][CH2:22][N:23]([C:31]5[CH:32]=[CH:33][N:34]=[C:29]([Cl:28])[N:30]=5)[CH2:24][CH2:25]4)[C:15](=[O:26])[CH2:14]3)(=[O:12])=[O:11])[S:7][C:6]=2[CH:27]=1, predict the reactants needed to synthesize it. The reactants are: [Cl:1][C:2]1[CH:3]=[CH:4][C:5]2[CH:9]=[C:8]([S:10]([N:13]3[CH2:18][CH2:17][N:16]([CH2:19][CH:20]4[CH2:25][CH2:24][NH:23][CH2:22][CH2:21]4)[C:15](=[O:26])[CH2:14]3)(=[O:12])=[O:11])[S:7][C:6]=2[CH:27]=1.[Cl:28][C:29]1[N:34]=[C:33](Cl)[CH:32]=[CH:31][N:30]=1.C(N(C(C)C)CC)(C)C. (4) Given the product [Cl:19][C:20]1[CH:27]=[C:26]([OH:28])[CH:25]=[CH:24][C:21]=1[CH:22]=[CH:15][C:14]([C:12]1[S:13][C:9]([C:6]2[CH:5]=[CH:4][C:3]([C:2]([F:17])([F:1])[F:18])=[CH:8][CH:7]=2)=[CH:10][CH:11]=1)=[O:16], predict the reactants needed to synthesize it. The reactants are: [F:1][C:2]([F:18])([F:17])[C:3]1[CH:8]=[CH:7][C:6]([C:9]2[S:13][C:12]([C:14](=[O:16])[CH3:15])=[CH:11][CH:10]=2)=[CH:5][CH:4]=1.[Cl:19][C:20]1[CH:27]=[C:26]([OH:28])[CH:25]=[CH:24][C:21]=1[CH:22]=O.